From a dataset of Reaction yield outcomes from USPTO patents with 853,638 reactions. Predict the reaction yield, written as a fraction of the theoretical maximum amount of product (1.0 means a 100% yield; for example, 0.34 means a 34% yield). (1) The reactants are [OH:1][C:2]1[CH2:6][N:5]([C:7]([O:9][C:10]([CH3:13])([CH3:12])[CH3:11])=[O:8])[C:4](=[O:14])[CH:3]=1.CCN(C(C)C)C(C)C.[S:24](Cl)([C:27]1[CH:33]=[CH:32][C:30]([CH3:31])=[CH:29][CH:28]=1)(=[O:26])=[O:25]. The catalyst is C(Cl)Cl. The product is [O:14]=[C:4]1[CH:3]=[C:2]([O:1][S:24]([C:27]2[CH:33]=[CH:32][C:30]([CH3:31])=[CH:29][CH:28]=2)(=[O:26])=[O:25])[CH2:6][N:5]1[C:7]([O:9][C:10]([CH3:11])([CH3:13])[CH3:12])=[O:8]. The yield is 0.810. (2) The reactants are [CH:1]([O:4][C:5]1[C:10]([O:11][CH3:12])=[CH:9][C:8]([C:13]2[CH:18]=[CH:17][C:16]([N:19]([CH3:44])[CH2:20][CH2:21][N:22]([C:24]3[CH:25]=[CH:26][C:27]([C:30]4[CH:35]=[C:34]([O:36][CH3:37])[C:33]([O:38][CH:39]([CH3:41])[CH3:40])=[C:32]([O:42][CH3:43])[CH:31]=4)=[N:28][CH:29]=3)[CH3:23])=[CH:15][N:14]=2)=[CH:7][C:6]=1[O:45][CH3:46])([CH3:3])[CH3:2].[CH3:47][S:48]([OH:51])(=[O:50])=[O:49]. The catalyst is CO. The product is [CH3:47][S:48]([OH:51])(=[O:50])=[O:49].[CH3:47][S:48]([OH:51])(=[O:50])=[O:49].[CH:39]([O:38][C:33]1[C:34]([O:36][CH3:37])=[CH:35][C:30]([C:27]2[CH:26]=[CH:25][C:24]([N:22]([CH3:23])[CH2:21][CH2:20][N:19]([C:16]3[CH:17]=[CH:18][C:13]([C:8]4[CH:9]=[C:10]([O:11][CH3:12])[C:5]([O:4][CH:1]([CH3:2])[CH3:3])=[C:6]([O:45][CH3:46])[CH:7]=4)=[N:14][CH:15]=3)[CH3:44])=[CH:29][N:28]=2)=[CH:31][C:32]=1[O:42][CH3:43])([CH3:41])[CH3:40]. The yield is 0.570. (3) The catalyst is O1CCOCC1.C([O-])(=O)C.[Pd+2].C([O-])(=O)C. The yield is 0.220. The reactants are Cl[C:2]1[N:7]=[C:6]([NH:8][C:9]2[CH:14]=[CH:13][C:12]([O:15][CH3:16])=[CH:11][C:10]=2[NH:17][S:18]([CH3:21])(=[O:20])=[O:19])[C:5]([Cl:22])=[CH:4][N:3]=1.[CH3:23][N:24]1[C:28]([NH2:29])=[CH:27][CH:26]=[N:25]1.CC1(C)C2C(=C(P(C3C=CC=CC=3)C3C=CC=CC=3)C=CC=2)OC2C(P(C3C=CC=CC=3)C3C=CC=CC=3)=CC=CC1=2.C(=O)([O-])[O-].[Cs+].[Cs+]. The product is [Cl:22][C:5]1[C:6]([NH:8][C:9]2[CH:14]=[CH:13][C:12]([O:15][CH3:16])=[CH:11][C:10]=2[NH:17][S:18]([CH3:21])(=[O:20])=[O:19])=[N:7][C:2]([NH:29][C:28]2[N:24]([CH3:23])[N:25]=[CH:26][CH:27]=2)=[N:3][CH:4]=1. (4) The product is [Br:1][C:2]1[CH:7]=[CH:6][CH:5]=[CH:4][C:3]=1[S:8]([N:11]1[CH2:12][CH2:13][CH:14]([C:17]2[N:18]=[CH:19][NH:20][CH:21]=2)[CH2:15][CH2:16]1)(=[O:10])=[O:9]. The reactants are [Br:1][C:2]1[CH:7]=[CH:6][CH:5]=[CH:4][C:3]=1[S:8]([N:11]1[CH2:16][CH2:15][CH:14]([C:17]2[N:18]=[CH:19][N:20](S(C3C=CC=CC=3Br)(=O)=O)[CH:21]=2)[CH2:13][CH2:12]1)(=[O:10])=[O:9].CS(C)=O.[Li+].[OH-]. The yield is 0.940. The catalyst is CCOC(C)=O.